Dataset: Reaction yield outcomes from USPTO patents with 853,638 reactions. Task: Predict the reaction yield, written as a fraction of the theoretical maximum amount of product (1.0 means a 100% yield; for example, 0.34 means a 34% yield). (1) The reactants are Br[C:2]1[CH:3]=[C:4]([NH:10][C:11]2[CH:23]=[C:14]3[CH2:15][N:16]([CH2:19][CH2:20][O:21][CH3:22])[CH2:17][CH2:18][N:13]3[N:12]=2)[C:5](=[O:9])[N:6]([CH3:8])[CH:7]=1.[B:24]1([B:24]2[O:28][C:27]([CH3:30])([CH3:29])[C:26]([CH3:32])([CH3:31])[O:25]2)[O:28][C:27]([CH3:30])([CH3:29])[C:26]([CH3:32])([CH3:31])[O:25]1.CC(C1C=C(C(C)C)C(C2C=CC=CC=2P(C2CCCCC2)C2CCCCC2)=C(C(C)C)C=1)C.C([O-])(=O)C.[K+]. The catalyst is C1C=CC(/C=C/C(/C=C/C2C=CC=CC=2)=O)=CC=1.C1C=CC(/C=C/C(/C=C/C2C=CC=CC=2)=O)=CC=1.C1C=CC(/C=C/C(/C=C/C2C=CC=CC=2)=O)=CC=1.[Pd].[Pd].O1CCOCC1. The product is [CH3:22][O:21][CH2:20][CH2:19][N:16]1[CH2:17][CH2:18][N:13]2[N:12]=[C:11]([NH:10][C:4]3[C:5](=[O:9])[N:6]([CH3:8])[CH:7]=[C:2]([B:24]4[O:28][C:27]([CH3:30])([CH3:29])[C:26]([CH3:32])([CH3:31])[O:25]4)[CH:3]=3)[CH:23]=[C:14]2[CH2:15]1. The yield is 0.800. (2) The reactants are [CH3:1][O:2][C:3](=[O:23])[C@@H:4]([N:6]([C:13]([O:15][CH2:16][C:17]1[CH:22]=[CH:21][CH:20]=[CH:19][CH:18]=1)=[O:14])[CH2:7][CH:8](OC)[O:9]C)[CH3:5].C1(C)C=CC(S([O-])(=O)=O)=CC=1.[NH+]1C=CC=CC=1.O. The catalyst is CC(=O)CC. The product is [CH3:1][O:2][C:3](=[O:23])[C@@H:4]([N:6]([C:13]([O:15][CH2:16][C:17]1[CH:18]=[CH:19][CH:20]=[CH:21][CH:22]=1)=[O:14])[CH2:7][CH:8]=[O:9])[CH3:5]. The yield is 0.970.